The task is: Predict the reaction yield, written as a fraction of the theoretical maximum amount of product (1.0 means a 100% yield; for example, 0.34 means a 34% yield).. This data is from Reaction yield outcomes from USPTO patents with 853,638 reactions. The reactants are [NH2:1][C:2]1[O:6][N:5]=[C:4]([CH3:7])[C:3]=1[Br:8].[Cl:9][C:10]1[C:15]([Cl:16])=[CH:14][CH:13]=[CH:12][C:11]=1[S:17](Cl)(=[O:19])=[O:18]. No catalyst specified. The product is [Cl:9][C:10]1[C:15]([Cl:16])=[CH:14][CH:13]=[CH:12][C:11]=1[S:17]([NH:1][C:2]1[O:6][N:5]=[C:4]([CH3:7])[C:3]=1[Br:8])(=[O:19])=[O:18]. The yield is 0.750.